This data is from Reaction yield outcomes from USPTO patents with 853,638 reactions. The task is: Predict the reaction yield, written as a fraction of the theoretical maximum amount of product (1.0 means a 100% yield; for example, 0.34 means a 34% yield). (1) The reactants are [O:1]1[CH:5]=[CH:4][CH:3]=[C:2]1B(O)O.C(=O)([O-])[O-].[Na+].[Na+].Br[C:16]1[CH:17]=[C:18]2[C:22](=[CH:23][CH:24]=1)[N:21]([CH3:25])[C:20]([C:26]1[CH:31]=[CH:30][C:29]([Cl:32])=[CH:28][CH:27]=1)=[C:19]2[CH2:33][CH2:34][C:35]([N:37]1[CH2:42][CH2:41][C:40]([CH2:44][C:45]2[CH:50]=[CH:49][CH:48]=[CH:47][CH:46]=2)([OH:43])[CH2:39][CH2:38]1)=[O:36]. The catalyst is COCCOC. The product is [Cl:32][C:29]1[CH:30]=[CH:31][C:26]([C:20]2[N:21]([CH3:25])[C:22]3[C:18]([C:19]=2[CH2:33][CH2:34][C:35]([N:37]2[CH2:38][CH2:39][C:40]([CH2:44][C:45]4[CH:46]=[CH:47][CH:48]=[CH:49][CH:50]=4)([OH:43])[CH2:41][CH2:42]2)=[O:36])=[CH:17][C:16]([C:2]2[O:1][CH:5]=[CH:4][CH:3]=2)=[CH:24][CH:23]=3)=[CH:27][CH:28]=1. The yield is 0.300. (2) The reactants are C(OC([NH:8][C@H:9]([C:11]([NH:13][CH:14]1[N:20]=[C:19]([C:21]2[CH:26]=[CH:25][CH:24]=[CH:23][CH:22]=2)[C:18]2[CH:27]=[CH:28][CH:29]=[CH:30][C:17]=2[N:16]([CH2:31][C:32](=[O:39])[C:33]2[CH:38]=[CH:37][CH:36]=[CH:35][CH:34]=2)[C:15]1=[O:40])=[O:12])[CH3:10])=O)(C)(C)C.C(O)(C(F)(F)F)=O.C(Cl)Cl. No catalyst specified. The product is [NH2:8][C@H:9]([C:11]([NH:13][CH:14]1[N:20]=[C:19]([C:21]2[CH:26]=[CH:25][CH:24]=[CH:23][CH:22]=2)[C:18]2[CH:27]=[CH:28][CH:29]=[CH:30][C:17]=2[N:16]([CH2:31][C:32](=[O:39])[C:33]2[CH:38]=[CH:37][CH:36]=[CH:35][CH:34]=2)[C:15]1=[O:40])=[O:12])[CH3:10]. The yield is 0.940. (3) The reactants are [Cl:1][C:2]1[CH:7]=[C:6]([F:8])[CH:5]=[CH:4][C:3]=1[OH:9].C(N(CC)CC)C.Cl[C:18]([O:20][CH2:21][CH3:22])=[O:19]. The catalyst is ClCCl. The product is [CH2:21]([O:20][C:18](=[O:19])[O:9][C:3]1[CH:4]=[CH:5][C:6]([F:8])=[CH:7][C:2]=1[Cl:1])[CH3:22]. The yield is 1.00.